This data is from Reaction yield outcomes from USPTO patents with 853,638 reactions. The task is: Predict the reaction yield, written as a fraction of the theoretical maximum amount of product (1.0 means a 100% yield; for example, 0.34 means a 34% yield). (1) The reactants are Cl[C:2]([O:4][C:5]1[CH:10]=[CH:9][CH:8]=[CH:7][CH:6]=1)=[O:3].[NH2:11][C:12]1[CH:23]=[CH:22][C:15]([CH2:16][NH:17][S:18]([CH3:21])(=[O:20])=[O:19])=[C:14]([O:24][CH3:25])[CH:13]=1.C(#N)C.N1C=CC=CC=1. The catalyst is O1CCCC1.O. The product is [CH3:25][O:24][C:14]1[CH:13]=[C:12]([NH:11][C:2](=[O:3])[O:4][C:5]2[CH:10]=[CH:9][CH:8]=[CH:7][CH:6]=2)[CH:23]=[CH:22][C:15]=1[CH2:16][NH:17][S:18]([CH3:21])(=[O:20])=[O:19]. The yield is 0.670. (2) The yield is 0.930. The product is [CH3:27][C:26]1[S:3][C:2]([NH:1][C@H:4]([C:15]2[N:16]=[C:17]([C:20]3[CH:21]=[CH:22][CH:23]=[CH:24][CH:25]=3)[S:18][CH:19]=2)[CH2:5][C:6]2[CH:11]=[CH:10][C:9]([N+:12]([O-:14])=[O:13])=[CH:8][CH:7]=2)=[N:30][N:29]=1. The reactants are [N:1]([C@H:4]([C:15]1[N:16]=[C:17]([C:20]2[CH:25]=[CH:24][CH:23]=[CH:22][CH:21]=2)[S:18][CH:19]=1)[CH2:5][C:6]1[CH:11]=[CH:10][C:9]([N+:12]([O-:14])=[O:13])=[CH:8][CH:7]=1)=[C:2]=[S:3].[C:26]([NH:29][NH2:30])(=O)[CH3:27]. The catalyst is CCO. (3) The catalyst is COCCOC.O.C1C=CC([P]([Pd]([P](C2C=CC=CC=2)(C2C=CC=CC=2)C2C=CC=CC=2)([P](C2C=CC=CC=2)(C2C=CC=CC=2)C2C=CC=CC=2)[P](C2C=CC=CC=2)(C2C=CC=CC=2)C2C=CC=CC=2)(C2C=CC=CC=2)C2C=CC=CC=2)=CC=1. The yield is 0.560. The product is [NH2:11][C:9]1[N:8]=[CH:7][N:6]=[C:5]2[N:4]([CH2:12][CH2:13][CH2:14][N:15]3[CH2:20][CH2:19][O:18][CH2:17][CH2:16]3)[N:3]=[C:2]([C:27]3[CH:26]=[CH:25][C:24]([NH:38][C:39]([C:41]4[N:42]([CH3:50])[C:43]5[C:48]([CH:49]=4)=[CH:47][CH:46]=[CH:45][CH:44]=5)=[O:40])=[C:23]([O:22][CH3:21])[CH:28]=3)[C:10]=12. The reactants are I[C:2]1[C:10]2[C:5](=[N:6][CH:7]=[N:8][C:9]=2[NH2:11])[N:4]([CH2:12][CH2:13][CH2:14][N:15]2[CH2:20][CH2:19][O:18][CH2:17][CH2:16]2)[N:3]=1.[CH3:21][O:22][C:23]1[CH:28]=[C:27](B2OC(C)(C)C(C)(C)O2)[CH:26]=[CH:25][C:24]=1[NH:38][C:39]([C:41]1[N:42]([CH3:50])[C:43]2[C:48]([CH:49]=1)=[CH:47][CH:46]=[CH:45][CH:44]=2)=[O:40].C(=O)([O-])[O-].[Na+].[Na+]. (4) The reactants are Br[C:2]1[CH:3]=[N+:4]([O-])[CH:5]=[CH:6][C:7]=1[N+:8]([O-:10])=[O:9].[CH3:12][C:13]([O:16][C:17]([NH:19][CH:20]1[CH2:25][NH:24][CH2:23][CH2:22][CH2:21]1)=[O:18])([CH3:15])[CH3:14].C(N(C(C)C)CC)(C)C. No catalyst specified. The product is [N+:8]([C:7]1[CH:6]=[CH:5][N:4]=[CH:3][C:2]=1[N:24]1[CH2:23][CH2:22][CH2:21][CH:20]([NH:19][C:17](=[O:18])[O:16][C:13]([CH3:14])([CH3:12])[CH3:15])[CH2:25]1)([O-:10])=[O:9]. The yield is 0.650. (5) The reactants are [Cl:1][C:2]1[CH:3]=[C:4]([O:30][CH3:31])[C:5]([O:28][CH3:29])=[C:6]([CH:8]([NH:10][C:11]2[CH:16]=[C:15]([N:17]3[CH2:22][CH2:21][N:20]([CH3:23])[CH2:19][CH2:18]3)[CH:14]=[CH:13][C:12]=2[S:24]([CH3:27])(=[O:26])=[O:25])[CH3:9])[CH:7]=1.Cl. The catalyst is ClCCl.C(OCC)C. The product is [ClH:1].[Cl:1][C:2]1[CH:3]=[C:4]([O:30][CH3:31])[C:5]([O:28][CH3:29])=[C:6]([CH:8]([NH:10][C:11]2[CH:16]=[C:15]([N:17]3[CH2:18][CH2:19][N:20]([CH3:23])[CH2:21][CH2:22]3)[CH:14]=[CH:13][C:12]=2[S:24]([CH3:27])(=[O:25])=[O:26])[CH3:9])[CH:7]=1. The yield is 0.896.